From a dataset of Full USPTO retrosynthesis dataset with 1.9M reactions from patents (1976-2016). Predict the reactants needed to synthesize the given product. (1) Given the product [Cl:22][C:23]1[CH:28]=[CH:27][C:26]([O:16][C@@H:14]([CH3:15])[CH2:13][CH2:12][S:11][C:7]2[CH:6]=[C:5]([CH2:4][C:3]([OH:2])=[O:21])[CH:10]=[CH:9][CH:8]=2)=[C:25]([O:30][C:31]2[CH:32]=[CH:33][CH:34]=[CH:35][CH:36]=2)[CH:24]=1, predict the reactants needed to synthesize it. The reactants are: C[O:2][C:3](=[O:21])[CH2:4][C:5]1[CH:10]=[CH:9][CH:8]=[C:7]([S:11][CH2:12][CH2:13][C@H:14]([O:16]S(C)(=O)=O)[CH3:15])[CH:6]=1.[Cl:22][C:23]1[CH:28]=[CH:27][C:26](O)=[C:25]([O:30][C:31]2[CH:36]=[CH:35][CH:34]=[CH:33][CH:32]=2)[CH:24]=1. (2) Given the product [OH:8][C:9]1[C:10]([CH3:22])=[C:11]([CH2:15][CH2:16][C:17]([O:19][CH2:20][CH3:21])=[O:18])[CH:12]=[CH:13][CH:14]=1, predict the reactants needed to synthesize it. The reactants are: C([O:8][C:9]1[C:10]([CH3:22])=[C:11]([CH:15]=[CH:16][C:17]([O:19][CH2:20][CH3:21])=[O:18])[CH:12]=[CH:13][CH:14]=1)C1C=CC=CC=1. (3) Given the product [CH2:1]([C:3]1[N:7]([C:8]2[C:16]3[O:15][CH2:14][C@@H:13]([NH:17][C:18]4[CH:31]=[CH:30][C:21]5[C@H:22]([CH2:25][C:26]([OH:28])=[O:27])[CH2:23][O:24][C:20]=5[CH:19]=4)[C:12]=3[CH:11]=[CH:10][CH:9]=2)[C:6]2[CH:38]=[C:39]([F:42])[CH:40]=[CH:41][C:5]=2[N:4]=1)[CH3:2], predict the reactants needed to synthesize it. The reactants are: [CH2:1]([C:3]1[N:7]([C:8]2[C:16]3[O:15][CH2:14][C@@H:13]([N:17](C(=O)C(F)(F)F)[C:18]4[CH:31]=[CH:30][C:21]5[C@H:22]([CH2:25][C:26]([O:28]C)=[O:27])[CH2:23][O:24][C:20]=5[CH:19]=4)[C:12]=3[CH:11]=[CH:10][CH:9]=2)[C:6]2[CH:38]=[C:39]([F:42])[CH:40]=[CH:41][C:5]=2[N:4]=1)[CH3:2].[OH-].[Na+].Cl. (4) Given the product [CH:51]1([C@H:49]([NH:48][C:21]2[N:20]=[C:19]([CH:1]=[CH2:2])[N:27]=[C:26]3[C:22]=2[N:23]([CH2:40][C@H:41]2[CH2:42][CH2:43][C@H:44]([CH3:47])[CH2:45][CH2:46]2)[C:24]([N:28]2[CH2:33][CH2:32][O:31][CH2:30][C@H:29]2[C:34]2[CH:39]=[CH:38][CH:37]=[CH:36][CH:35]=2)=[N:25]3)[CH3:50])[CH2:54][CH2:53][CH2:52]1, predict the reactants needed to synthesize it. The reactants are: [CH3:1][C:2]1(C)C(C)(C)OB(C=C)O1.C([O-])([O-])=O.[Na+].[Na+].Cl[C:19]1[N:27]=[C:26]2[C:22]([N:23]([CH2:40][C@H:41]3[CH2:46][CH2:45][C@H:44]([CH3:47])[CH2:43][CH2:42]3)[C:24]([N:28]3[CH2:33][CH2:32][O:31][CH2:30][C@H:29]3[C:34]3[CH:39]=[CH:38][CH:37]=[CH:36][CH:35]=3)=[N:25]2)=[C:21]([NH:48][C@@H:49]([CH:51]2[CH2:54][CH2:53][CH2:52]2)[CH3:50])[N:20]=1. (5) Given the product [C:32]([C:35]1[CH:40]=[CH:39][C:38]([NH:41][C:42]([NH:1][C:2]2[CH:11]=[C:10]3[C:5]([CH2:6][CH:7]([C:24]4[CH:29]=[CH:28][C:27]([C:30]#[N:31])=[CH:26][CH:25]=4)[N:8]([CH2:13][CH2:14][CH2:15][NH:16][C:17](=[O:23])[O:18][C:19]([CH3:22])([CH3:21])[CH3:20])[C:9]3=[O:12])=[CH:4][CH:3]=2)=[O:43])=[CH:37][CH:36]=1)(=[O:34])[CH3:33], predict the reactants needed to synthesize it. The reactants are: [NH2:1][C:2]1[CH:11]=[C:10]2[C:5]([CH2:6][CH:7]([C:24]3[CH:29]=[CH:28][C:27]([C:30]#[N:31])=[CH:26][CH:25]=3)[N:8]([CH2:13][CH2:14][CH2:15][NH:16][C:17](=[O:23])[O:18][C:19]([CH3:22])([CH3:21])[CH3:20])[C:9]2=[O:12])=[CH:4][CH:3]=1.[C:32]([C:35]1[CH:40]=[CH:39][C:38]([N:41]=[C:42]=[O:43])=[CH:37][CH:36]=1)(=[O:34])[CH3:33].C(N(CC)CC)C.